Dataset: Catalyst prediction with 721,799 reactions and 888 catalyst types from USPTO. Task: Predict which catalyst facilitates the given reaction. (1) Reactant: [Cl:1][C:2]1[CH:20]=[C:19]([Cl:21])[CH:18]=[CH:17][C:3]=1[CH2:4][C:5]1[S:9][C:8]([CH:10]([CH3:12])[CH3:11])=[N:7][C:6]=1[CH2:13][CH2:14][CH2:15][OH:16].O[C:23]1[C:28]([CH2:29][C:30]([O:32]C)=[O:31])=[CH:27][CH:26]=[CH:25][N:24]=1.C(P(CCCC)CCCC)CCC.N(C(N1CCCCC1)=O)=NC(N1CCCCC1)=O. Product: [Cl:1][C:2]1[CH:20]=[C:19]([Cl:21])[CH:18]=[CH:17][C:3]=1[CH2:4][C:5]1[S:9][C:8]([CH:10]([CH3:11])[CH3:12])=[N:7][C:6]=1[CH2:13][CH2:14][CH2:15][O:16][C:23]1[C:28]([CH2:29][C:30]([OH:32])=[O:31])=[CH:27][CH:26]=[CH:25][N:24]=1. The catalyst class is: 7. (2) Reactant: [ClH:1].[CH:2]1([S:5]([NH:8][C:9]([C@@:11]23[CH2:26][C@H:25]2[CH:24]=[CH:23][CH2:22][CH2:21][C@@H:20]([CH3:27])[CH2:19][C@@H:18]([CH3:28])[C@H:17]([NH:29]C(=O)OC(C)(C)C)[C:16](=[O:37])[N:15]2[CH2:38][C@H:39]([O:41][C:42]4[C:51]5[C:46](=[CH:47][CH:48]=[CH:49][CH:50]=5)[C:45]([O:52][CH3:53])=[CH:44][N:43]=4)[CH2:40][C@H:14]2[C:13](=[O:54])[NH:12]3)=[O:10])(=[O:7])=[O:6])[CH2:4][CH2:3]1. Product: [ClH:1].[NH2:29][C@@H:17]1[C:16](=[O:37])[N:15]2[CH2:38][C@H:39]([O:41][C:42]3[C:51]4[C:46](=[CH:47][CH:48]=[CH:49][CH:50]=4)[C:45]([O:52][CH3:53])=[CH:44][N:43]=3)[CH2:40][C@H:14]2[C:13](=[O:54])[NH:12][C@:11]2([C:9]([NH:8][S:5]([CH:2]3[CH2:3][CH2:4]3)(=[O:6])=[O:7])=[O:10])[CH2:26][C@H:25]2[CH:24]=[CH:23][CH2:22][CH2:21][C@@H:20]([CH3:27])[CH2:19][C@H:18]1[CH3:28]. The catalyst class is: 12.